From a dataset of CYP2D6 inhibition data for predicting drug metabolism from PubChem BioAssay. Regression/Classification. Given a drug SMILES string, predict its absorption, distribution, metabolism, or excretion properties. Task type varies by dataset: regression for continuous measurements (e.g., permeability, clearance, half-life) or binary classification for categorical outcomes (e.g., BBB penetration, CYP inhibition). Dataset: cyp2d6_veith. (1) The molecule is O=C(c1cccc(F)c1)N1CCC[C@@]2(CCN(Cc3ccccc3)C2)C1. The result is 1 (inhibitor). (2) The result is 0 (non-inhibitor). The compound is C=CCn1c(SCC(=O)Nc2ncc(Cc3ccc(Br)cc3)s2)nnc1-c1ccncc1.